Dataset: HIV replication inhibition screening data with 41,000+ compounds from the AIDS Antiviral Screen. Task: Binary Classification. Given a drug SMILES string, predict its activity (active/inactive) in a high-throughput screening assay against a specified biological target. The result is 0 (inactive). The compound is NC1=C(c2nc(-c3cc4ccccc4oc3=O)cs2)C(c2ccco2)c2c(c3ccccc3oc2=O)O1.